Task: Regression. Given two drug SMILES strings and cell line genomic features, predict the synergy score measuring deviation from expected non-interaction effect.. Dataset: NCI-60 drug combinations with 297,098 pairs across 59 cell lines (1) Cell line: UACC62. Drug 1: CC1=C(C=C(C=C1)NC(=O)C2=CC=C(C=C2)CN3CCN(CC3)C)NC4=NC=CC(=N4)C5=CN=CC=C5. Drug 2: C1C(C(OC1N2C=NC(=NC2=O)N)CO)O. Synergy scores: CSS=0.526, Synergy_ZIP=2.02, Synergy_Bliss=2.77, Synergy_Loewe=-3.24, Synergy_HSA=-1.77. (2) Drug 1: CN(CC1=CN=C2C(=N1)C(=NC(=N2)N)N)C3=CC=C(C=C3)C(=O)NC(CCC(=O)O)C(=O)O. Drug 2: C1CN1P(=S)(N2CC2)N3CC3. Cell line: SK-OV-3. Synergy scores: CSS=19.3, Synergy_ZIP=-1.70, Synergy_Bliss=-2.67, Synergy_Loewe=-22.7, Synergy_HSA=-2.62. (3) Drug 1: C1CCC(C(C1)N)N.C(=O)(C(=O)[O-])[O-].[Pt+4]. Drug 2: CC12CCC3C(C1CCC2OP(=O)(O)O)CCC4=C3C=CC(=C4)OC(=O)N(CCCl)CCCl.[Na+]. Cell line: MOLT-4. Synergy scores: CSS=37.8, Synergy_ZIP=-1.02, Synergy_Bliss=1.76, Synergy_Loewe=-53.1, Synergy_HSA=0.185. (4) Drug 1: CC1=C(N=C(N=C1N)C(CC(=O)N)NCC(C(=O)N)N)C(=O)NC(C(C2=CN=CN2)OC3C(C(C(C(O3)CO)O)O)OC4C(C(C(C(O4)CO)O)OC(=O)N)O)C(=O)NC(C)C(C(C)C(=O)NC(C(C)O)C(=O)NCCC5=NC(=CS5)C6=NC(=CS6)C(=O)NCCC[S+](C)C)O. Drug 2: C1C(C(OC1N2C=NC3=C2NC=NCC3O)CO)O. Cell line: MDA-MB-435. Synergy scores: CSS=2.25, Synergy_ZIP=-2.02, Synergy_Bliss=-2.89, Synergy_Loewe=-2.77, Synergy_HSA=-2.81. (5) Drug 1: CC1=C2C(C(=O)C3(C(CC4C(C3C(C(C2(C)C)(CC1OC(=O)C(C(C5=CC=CC=C5)NC(=O)OC(C)(C)C)O)O)OC(=O)C6=CC=CC=C6)(CO4)OC(=O)C)OC)C)OC. Drug 2: CN(C)N=NC1=C(NC=N1)C(=O)N. Cell line: HOP-92. Synergy scores: CSS=30.6, Synergy_ZIP=0.562, Synergy_Bliss=-1.17, Synergy_Loewe=-6.83, Synergy_HSA=-0.0744. (6) Drug 1: CC(CN1CC(=O)NC(=O)C1)N2CC(=O)NC(=O)C2. Drug 2: C1=NC2=C(N=C(N=C2N1C3C(C(C(O3)CO)O)F)Cl)N. Cell line: OVCAR3. Synergy scores: CSS=49.8, Synergy_ZIP=-0.129, Synergy_Bliss=5.71, Synergy_Loewe=-17.9, Synergy_HSA=6.43.